Dataset: Forward reaction prediction with 1.9M reactions from USPTO patents (1976-2016). Task: Predict the product of the given reaction. (1) Given the reactants Cl[C:2]1[CH:11]=[CH:10][C:9]2[C:4](=[CH:5][CH:6]=[C:7](Cl)[CH:8]=2)[N:3]=1.[CH3:13][C:14]1[O:18][C:17]([CH2:19][NH2:20])=[CH:16][CH:15]=1.[F:21][C:22]([F:33])([F:32])[O:23][C:24]1[CH:31]=[CH:30][CH:29]=[CH:28][C:25]=1[CH2:26][NH2:27], predict the reaction product. The product is: [CH3:13][C:14]1[O:18][C:17]([CH2:19][NH:20][C:2]2[CH:11]=[CH:10][C:9]3[C:4](=[CH:5][CH:6]=[C:7]([NH:27][CH2:26][C:25]4[CH:28]=[CH:29][CH:30]=[CH:31][C:24]=4[O:23][C:22]([F:21])([F:32])[F:33])[CH:8]=3)[N:3]=2)=[CH:16][CH:15]=1. (2) Given the reactants Cl.[Cl:2][C:3]1[CH:18]=[C:17]([N+:19]([O-])=O)[CH:16]=[CH:15][C:4]=1[O:5][C:6]1[C:11]2[CH:12]=[CH:13][O:14][C:10]=2[CH:9]=[CH:8][CH:7]=1.[OH-].[Na+], predict the reaction product. The product is: [O:14]1[C:10]2[CH:9]=[CH:8][CH:7]=[C:6]([O:5][C:4]3[CH:15]=[CH:16][C:17]([NH2:19])=[CH:18][C:3]=3[Cl:2])[C:11]=2[CH:12]=[CH:13]1. (3) Given the reactants Cl.[C:2]([CH2:4][C:5]1[CH:34]=[CH:33][C:8]([CH2:9][C:10]2([CH2:16][N:17]([C@@H:24]3[CH2:26][C@H:25]3[C:27]3[CH:32]=[CH:31][CH:30]=[CH:29][CH:28]=3)C(=O)C(F)(F)F)[CH2:15][CH2:14][NH:13][CH2:12][CH2:11]2)=[CH:7][CH:6]=1)#[N:3].C(N(CC)CC)C.[C:42]([O:46]C)(=[O:45])[CH:43]=[CH2:44], predict the reaction product. The product is: [C:2]([CH2:4][C:5]1[CH:6]=[CH:7][C:8]([CH2:9][C:10]2([CH2:16][NH:17][C@@H:24]3[CH2:26][C@H:25]3[C:27]3[CH:28]=[CH:29][CH:30]=[CH:31][CH:32]=3)[CH2:15][CH2:14][N:13]([CH2:44][CH2:43][C:42]([OH:46])=[O:45])[CH2:12][CH2:11]2)=[CH:33][CH:34]=1)#[N:3]. (4) Given the reactants [CH2:1]([O:8][C:9]1[CH:14]=[C:13]([O:15][CH2:16][C:17]2[CH:22]=[CH:21][CH:20]=[CH:19][CH:18]=2)[C:12]([CH:23]([CH3:25])[CH3:24])=[CH:11][C:10]=1[C:26]1[O:30][N:29]=[C:28]([C:31]([NH:33][CH2:34][CH3:35])=[O:32])[C:27]=1[C:36]1[CH:40]=[CH:39][NH:38][N:37]=1)[C:2]1[CH:7]=[CH:6][CH:5]=[CH:4][CH:3]=1.I[CH3:42], predict the reaction product. The product is: [CH2:1]([O:8][C:9]1[CH:14]=[C:13]([O:15][CH2:16][C:17]2[CH:18]=[CH:19][CH:20]=[CH:21][CH:22]=2)[C:12]([CH:23]([CH3:25])[CH3:24])=[CH:11][C:10]=1[C:26]1[O:30][N:29]=[C:28]([C:31]([NH:33][CH2:34][CH3:35])=[O:32])[C:27]=1[C:36]1[N:37]([CH3:42])[N:38]=[CH:39][CH:40]=1)[C:2]1[CH:7]=[CH:6][CH:5]=[CH:4][CH:3]=1. (5) Given the reactants [F:1][C:2]1[CH:10]=[C:9]2[C:5]([C:6]([C:11]3[CH:26]=[CH:25][C:14]4[N:15]=[C:16]([CH2:18][NH:19][S:20]([CH:23]=[CH2:24])(=[O:22])=[O:21])[O:17][C:13]=4[CH:12]=3)=[CH:7][NH:8]2)=[CH:4][CH:3]=1.[NH:27]1[CH2:32][CH2:31][O:30][CH2:29][CH2:28]1, predict the reaction product. The product is: [F:1][C:2]1[CH:10]=[C:9]2[C:5]([C:6]([C:11]3[CH:26]=[CH:25][C:14]4[N:15]=[C:16]([CH2:18][NH:19][S:20]([CH2:23][CH2:24][N:27]5[CH2:32][CH2:31][O:30][CH2:29][CH2:28]5)(=[O:22])=[O:21])[O:17][C:13]=4[CH:12]=3)=[CH:7][NH:8]2)=[CH:4][CH:3]=1. (6) Given the reactants [Cl:1][C:2]1[C:7]([C:8]([F:11])([F:10])[F:9])=[CH:6][N:5]=[C:4]([NH:12][C:13]2[CH:27]=[CH:26][C:16](CP(=O)(OCC)OCC)=[CH:15][CH:14]=2)[N:3]=1.ClC1N=C(Cl)C(C(F)(F)F)=CN=1.[CH2:40]([P:43](C1C=CC(N)=CC=1)([CH2:45][CH2:46][CH3:47])=[O:44])[CH2:41][CH3:42], predict the reaction product. The product is: [Cl:1][C:2]1[C:7]([C:8]([F:9])([F:10])[F:11])=[CH:6][N:5]=[C:4]([NH:12][C:13]2[CH:14]=[CH:15][C:16]([P:43]([CH2:45][CH2:46][CH3:47])([CH2:40][CH2:41][CH3:42])=[O:44])=[CH:26][CH:27]=2)[N:3]=1. (7) Given the reactants [OH:1][C@@H:2]([CH2:29][OH:30])[CH2:3][NH:4][C:5]1[N:6]=[C:7]([N:16]2[CH2:21][CH2:20][N:19](C(OC(C)(C)C)=O)[CH2:18][CH2:17]2)[C:8]2[CH:13]=[C:12]([CH2:14][CH3:15])[S:11][C:9]=2[N:10]=1.Cl, predict the reaction product. The product is: [CH2:14]([C:12]1[S:11][C:9]2[N:10]=[C:5]([NH:4][CH2:3][C@@H:2]([OH:1])[CH2:29][OH:30])[N:6]=[C:7]([N:16]3[CH2:21][CH2:20][NH:19][CH2:18][CH2:17]3)[C:8]=2[CH:13]=1)[CH3:15]. (8) Given the reactants [Cl:1][C:2]1[CH:7]=[CH:6][CH:5]=[C:4]([Cl:8])[C:3]=1[C:9]1[C:17]2[O:16][CH:15]([C:18](O)=[O:19])[S:14][C:13]=2[CH:12]=[C:11]([F:21])[CH:10]=1.ClC(OCC(C)C)=O.CN1CCOCC1.[BH4-].[Na+], predict the reaction product. The product is: [Cl:1][C:2]1[CH:7]=[CH:6][CH:5]=[C:4]([Cl:8])[C:3]=1[C:9]1[C:17]2[O:16][CH:15]([CH2:18][OH:19])[S:14][C:13]=2[CH:12]=[C:11]([F:21])[CH:10]=1.